Dataset: Catalyst prediction with 721,799 reactions and 888 catalyst types from USPTO. Task: Predict which catalyst facilitates the given reaction. Reactant: [C:1]([C:3]1[CH:4]=[C:5]2[C:9](=[CH:10][CH:11]=1)[NH:8][C:7](=[O:12])[CH2:6]2)#[N:2].[H-].[Na+].[CH2:15]([O:17][C:18](=[O:26])[C:19]1[CH:24]=[CH:23][C:22](Cl)=[N:21][CH:20]=1)[CH3:16].[NH4+].[Cl-]. Product: [OH:12][C:7]1[NH:8][C:9]2[C:5]([C:6]=1[C:22]1[CH:23]=[CH:24][C:19]([C:18]([O:17][CH2:15][CH3:16])=[O:26])=[CH:20][N:21]=1)=[CH:4][C:3]([C:1]#[N:2])=[CH:11][CH:10]=2. The catalyst class is: 35.